Predict the product of the given reaction. From a dataset of Forward reaction prediction with 1.9M reactions from USPTO patents (1976-2016). (1) Given the reactants [CH3:1][N:2]1[C:6]([C:7]2[CH:12]=[CH:11][CH:10]=[CH:9][C:8]=2[C:13]([F:16])([F:15])[F:14])=[N:5][N:4]=[C:3]1[C:17]12[CH2:24][CH2:23][C:20]([C:25]([NH:27][NH:28][C:29](=[O:37])[CH:30]([CH3:36])[CH2:31][C:32]([F:35])([F:34])[F:33])=O)([CH2:21][CH2:22]1)[CH2:19][CH2:18]2.S(Cl)(Cl)=O, predict the reaction product. The product is: [CH3:1][N:2]1[C:6]([C:7]2[CH:12]=[CH:11][CH:10]=[CH:9][C:8]=2[C:13]([F:14])([F:16])[F:15])=[N:5][N:4]=[C:3]1[C:17]12[CH2:24][CH2:23][C:20]([C:25]3[O:37][C:29]([CH:30]([CH3:36])[CH2:31][C:32]([F:34])([F:35])[F:33])=[N:28][N:27]=3)([CH2:21][CH2:22]1)[CH2:19][CH2:18]2. (2) Given the reactants Br[C:2]1[C:14]2[C:13]3[C:8](=[CH:9][C:10]([C:15]([OH:18])([CH3:17])[CH3:16])=[CH:11][CH:12]=3)[NH:7][C:6]=2[C:5]([C:19]([NH2:21])=[O:20])=[CH:4][C:3]=1[Cl:22].[Cl:23][C:24]1[C:29](B2OC(C)(C)C(C)(C)O2)=[CH:28][CH:27]=[CH:26][C:25]=1[N:39]1[C:48](=[O:49])[C:47]2[C:42](=[C:43]([F:50])[CH:44]=[CH:45][CH:46]=2)[NH:41][C:40]1=[O:51].[O-]P([O-])([O-])=O.[K+].[K+].[K+], predict the reaction product. The product is: [Cl:22][C:3]1[CH:4]=[C:5]([C:19]([NH2:21])=[O:20])[C:6]2[NH:7][C:8]3[C:13]([C:14]=2[C:2]=1[C:29]1[CH:28]=[CH:27][CH:26]=[C:25]([N:39]2[C:48](=[O:49])[C:47]4[C:42](=[C:43]([F:50])[CH:44]=[CH:45][CH:46]=4)[NH:41][C:40]2=[O:51])[C:24]=1[Cl:23])=[CH:12][CH:11]=[C:10]([C:15]([OH:18])([CH3:17])[CH3:16])[CH:9]=3. (3) Given the reactants [CH:1]([N:4](CC)C(C)C)(C)[CH3:2].BrCC#N.[N:14]([C:17]1[CH:42]=[CH:41][CH:40]=[CH:39][C:18]=1[CH2:19][O:20][C:21]([NH:23][CH2:24][CH2:25][CH2:26][C@H:27]([NH:31][C:32]([O:34][C:35]([CH3:38])([CH3:37])[CH3:36])=[O:33])[C:28]([OH:30])=[O:29])=[O:22])=[N+:15]=[N-:16], predict the reaction product. The product is: [N:14]([C:17]1[CH:42]=[CH:41][CH:40]=[CH:39][C:18]=1[CH2:19][O:20][C:21]([NH:23][CH2:24][CH2:25][CH2:26][C@H:27]([NH:31][C:32]([O:34][C:35]([CH3:38])([CH3:36])[CH3:37])=[O:33])[C:28]([O:30][CH2:2][C:1]#[N:4])=[O:29])=[O:22])=[N+:15]=[N-:16].